Dataset: Reaction yield outcomes from USPTO patents with 853,638 reactions. Task: Predict the reaction yield, written as a fraction of the theoretical maximum amount of product (1.0 means a 100% yield; for example, 0.34 means a 34% yield). (1) The reactants are [C:1]([C:5]1[O:6][CH:7]=[C:8]([C:10]2[CH:15]=[CH:14][C:13]([F:16])=[CH:12][CH:11]=2)[N:9]=1)([CH3:4])([CH3:3])[CH3:2].Br[C:18]1[N:23]=[C:22]2[N:24]([CH2:28][CH:29]([CH3:31])[CH3:30])[C:25]([NH2:27])=[N:26][C:21]2=[CH:20][CH:19]=1.C(=O)([O-])[O-].[Cs+].[Cs+].C1(P(C2C=CC=CC=2)C2C=CC=CC=2)C=CC=CC=1. The catalyst is CN(C=O)C.C([O-])(=O)C.[Pd+2].C([O-])(=O)C. The product is [C:1]([C:5]1[O:6][C:7]([C:18]2[N:23]=[C:22]3[N:24]([CH2:28][CH:29]([CH3:31])[CH3:30])[C:25]([NH2:27])=[N:26][C:21]3=[CH:20][CH:19]=2)=[C:8]([C:10]2[CH:11]=[CH:12][C:13]([F:16])=[CH:14][CH:15]=2)[N:9]=1)([CH3:4])([CH3:2])[CH3:3]. The yield is 0.340. (2) The reactants are N[C:2]1[NH:7][C:6](=[O:8])[C:5]2=[C:9]([I:22])[N:10]=[C:11]([C@H:12]3[CH2:17][CH2:16][C@H:15]([C:18]([O:20][CH3:21])=[O:19])[CH2:14][CH2:13]3)[N:4]2[N:3]=1.N(OC(C)(C)C)=O. The catalyst is C1COCC1.CN(C=O)C. The product is [I:22][C:9]1[N:10]=[C:11]([C@H:12]2[CH2:13][CH2:14][C@H:15]([C:18]([O:20][CH3:21])=[O:19])[CH2:16][CH2:17]2)[N:4]2[C:5]=1[C:6](=[O:8])[NH:7][CH:2]=[N:3]2. The yield is 0.670.